From a dataset of Full USPTO retrosynthesis dataset with 1.9M reactions from patents (1976-2016). Predict the reactants needed to synthesize the given product. (1) Given the product [Br:10][C:11]1[CH:16]=[C:15]([N+:1]([O-:4])=[O:2])[CH:14]=[C:13]([CH3:17])[N+:12]=1[O-:18], predict the reactants needed to synthesize it. The reactants are: [N+:1]([O-:4])(O)=[O:2].S(=O)(=O)(O)O.[Br:10][C:11]1[CH:16]=[CH:15][CH:14]=[C:13]([CH3:17])[N+:12]=1[O-:18].C(=O)(O)[O-].[Na+]. (2) The reactants are: [CH3:1][C:2]1[C:6]([CH3:8])([CH3:7])[C:5]2[C:9]3[C:14]([CH:15]=[CH:16][C:4]=2[N:3]=1)=[CH:13][CH:12]=[CH:11][CH:10]=3.[N:17]([CH2:20][CH2:21][CH2:22][I:23])=[N+:18]=[N-:19]. Given the product [I-:23].[N:17]([CH2:20][CH2:21][CH2:22][N+:3]1[C:4]2[CH:16]=[CH:15][C:14]3[CH:13]=[CH:12][CH:11]=[CH:10][C:9]=3[C:5]=2[C:6]([CH3:7])([CH3:8])[C:2]=1[CH3:1])=[N+:18]=[N-:19], predict the reactants needed to synthesize it. (3) The reactants are: [C:1]([O:5][C:6](=[O:22])[NH:7][CH:8]([C:10]1[N:14]([CH2:15][CH3:16])[C:13]2[CH:17]=[CH:18][C:19](Br)=[CH:20][C:12]=2[N:11]=1)[CH3:9])([CH3:4])([CH3:3])[CH3:2].[N:23]1[CH:28]=[CH:27][CH:26]=[CH:25][C:24]=1B(O)O.C(=O)([O-])[O-].[K+].[K+].O1CCOCC1. Given the product [C:1]([O:5][C:6](=[O:22])[NH:7][C@@H:8]([C:10]1[N:14]([CH2:15][CH3:16])[C:13]2[CH:17]=[CH:18][C:19]([C:25]3[CH:24]=[N:23][CH:28]=[CH:27][CH:26]=3)=[CH:20][C:12]=2[N:11]=1)[CH3:9])([CH3:4])([CH3:3])[CH3:2], predict the reactants needed to synthesize it. (4) Given the product [C:17]([O:21][C:22]([N:24]1[CH2:29][CH2:28][CH:27]([NH:16][CH2:15][C:13]2[O:12][N:11]=[C:10]([C:2]3[O:1][C:9]4[CH:8]=[CH:7][N:6]=[CH:5][C:4]=4[CH:3]=3)[N:14]=2)[CH2:26][CH2:25]1)=[O:23])([CH3:20])([CH3:18])[CH3:19], predict the reactants needed to synthesize it. The reactants are: [O:1]1[C:9]2[CH:8]=[CH:7][N:6]=[CH:5][C:4]=2[CH:3]=[C:2]1[C:10]1[N:14]=[C:13]([CH2:15][NH2:16])[O:12][N:11]=1.[C:17]([O:21][C:22]([N:24]1[CH2:29][CH2:28][C:27](=O)[CH2:26][CH2:25]1)=[O:23])([CH3:20])([CH3:19])[CH3:18].